Dataset: Forward reaction prediction with 1.9M reactions from USPTO patents (1976-2016). Task: Predict the product of the given reaction. (1) The product is: [F:40][C:27]1[C:26]([C:24]([C:8]2[C:9]3[C:10](=[N:11][CH:12]=[C:13]([C:47]4[CH:48]=[N:49][N:50]([C:52]5[N:57]=[CH:56][CH:55]=[CH:54][N:53]=5)[CH:51]=4)[CH:14]=3)[NH:6][CH:7]=2)=[O:25])=[C:31]([F:32])[CH:30]=[CH:29][C:28]=1[NH:33][S:34]([CH2:37][CH2:38][CH3:39])(=[O:36])=[O:35]. Given the reactants ClC1C=CC=C(Cl)C=1C([N:6]1[C:10]2=[N:11][CH:12]=[C:13](B3OC(C)(C)C(C)(C)O3)[CH:14]=[C:9]2[C:8]([C:24]([C:26]2[C:27]([F:40])=[C:28]([NH:33][S:34]([CH2:37][CH2:38][CH3:39])(=[O:36])=[O:35])[CH:29]=[CH:30][C:31]=2[F:32])=[O:25])=[CH:7]1)=O.Br[C:47]1[CH:48]=[N:49][N:50]([C:52]2[N:57]=[CH:56][CH:55]=[CH:54][N:53]=2)[CH:51]=1.C(=O)([O-])[O-].[K+].[K+].C(O)(=O)C, predict the reaction product. (2) Given the reactants [C:1]([NH:4][C:5]1[S:6][C:7]([C:11]2[CH:12]=[C:13]([S:17](Cl)(=[O:19])=[O:18])[S:14][C:15]=2[Br:16])=[C:8]([CH3:10])[N:9]=1)(=[O:3])[CH3:2].C(N(CC)CC)C.[CH3:28][N:29]([CH3:33])[CH2:30][CH2:31][NH2:32], predict the reaction product. The product is: [Br:16][C:15]1[S:14][C:13]([S:17](=[O:19])(=[O:18])[NH:32][CH2:31][CH2:30][N:29]([CH3:33])[CH3:28])=[CH:12][C:11]=1[C:7]1[S:6][C:5]([NH:4][C:1](=[O:3])[CH3:2])=[N:9][C:8]=1[CH3:10]. (3) Given the reactants [C:1]([C:5]1[N:10]=[C:9]2[NH:11][N:12]=[CH:13][C:8]2=[C:7]([N:14]2[CH2:18][CH2:17][C:16]([F:20])([F:19])[CH2:15]2)[N:6]=1)([CH3:4])([CH3:3])[CH3:2].Cl[CH2:22][C:23]1[N:27]([CH3:28])[N:26]=[N:25][N:24]=1, predict the reaction product. The product is: [C:1]([C:5]1[N:10]=[C:9]2[N:11]([CH2:22][C:23]3[N:27]([CH3:28])[N:26]=[N:25][N:24]=3)[N:12]=[CH:13][C:8]2=[C:7]([N:14]2[CH2:18][CH2:17][C:16]([F:19])([F:20])[CH2:15]2)[N:6]=1)([CH3:4])([CH3:2])[CH3:3]. (4) The product is: [C:22]([N:3]1[C:4]2[C:9](=[CH:8][CH:7]=[CH:6][CH:5]=2)[CH2:10][C@H:2]1[C:12]([NH2:14])=[O:13])(=[O:24])[CH3:23]. Given the reactants O[C:2]1([C:12]([NH2:14])=[O:13])[CH:10](O)[C:9]2[C:4](=[CH:5][CH:6]=[CH:7][CH:8]=2)[NH:3]1.C(N(CC)CC)C.[C:22](Cl)(=[O:24])[CH3:23], predict the reaction product.